This data is from Forward reaction prediction with 1.9M reactions from USPTO patents (1976-2016). The task is: Predict the product of the given reaction. (1) Given the reactants Br[C:2]1[CH:7]=[CH:6][C:5]2[C:8]3[CH2:14][CH2:13][N:12]([C:15]([O:17][C:18]([CH3:21])([CH3:20])[CH3:19])=[O:16])[CH2:11][CH2:10][C:9]=3[S:22][C:4]=2[CH:3]=1.[Cl:23][C:24]1[CH:25]=[CH:26][C:27]([CH2:30][O:31][C:32]2[CH:37]=[CH:36][NH:35][C:34](=[O:38])[CH:33]=2)=[N:28][CH:29]=1, predict the reaction product. The product is: [Cl:23][C:24]1[CH:25]=[CH:26][C:27]([CH2:30][O:31][C:32]2[CH:37]=[CH:36][N:35]([C:2]3[CH:7]=[CH:6][C:5]4[C:8]5[CH2:14][CH2:13][N:12]([C:15]([O:17][C:18]([CH3:21])([CH3:20])[CH3:19])=[O:16])[CH2:11][CH2:10][C:9]=5[S:22][C:4]=4[CH:3]=3)[C:34](=[O:38])[CH:33]=2)=[N:28][CH:29]=1. (2) Given the reactants C1N=C[N:3](C(N2C=NC=C2)=O)C=1.[F:13][C:14]1[CH:19]=[C:18]([C:20]2[C:25]([CH3:26])=[CH:24][N:23]=[C:22]([O:27][CH3:28])[C:21]=2[CH3:29])[CH:17]=[CH:16][C:15]=1[C:30]1[N:34]([C@H:35]2[CH2:39][CH2:38][O:37][CH2:36]2)[N:33]=[CH:32][C:31]=1[C:40]([OH:42])=O.N, predict the reaction product. The product is: [F:13][C:14]1[CH:19]=[C:18]([C:20]2[C:25]([CH3:26])=[CH:24][N:23]=[C:22]([O:27][CH3:28])[C:21]=2[CH3:29])[CH:17]=[CH:16][C:15]=1[C:30]1[N:34]([C@H:35]2[CH2:39][CH2:38][O:37][CH2:36]2)[N:33]=[CH:32][C:31]=1[C:40]([NH2:3])=[O:42]. (3) The product is: [CH2:7]([O:14][C:15]1[CH:16]=[C:17]([CH:31]=[CH:32][CH:33]=1)[C:18]([NH:20][C:21]1[CH:26]=[CH:25][CH:24]=[CH:23][C:22]=1[S:27]([NH:30][C:34](=[O:40])[CH2:35][CH2:36][CH2:37][CH2:38][CH3:39])(=[O:29])=[O:28])=[O:19])[C:8]1[CH:9]=[CH:10][CH:11]=[CH:12][CH:13]=1. Given the reactants CC(C)([O-])C.[K+].[CH2:7]([O:14][C:15]1[CH:16]=[C:17]([CH:31]=[CH:32][CH:33]=1)[C:18]([NH:20][C:21]1[CH:26]=[CH:25][CH:24]=[CH:23][C:22]=1[S:27]([NH2:30])(=[O:29])=[O:28])=[O:19])[C:8]1[CH:13]=[CH:12][CH:11]=[CH:10][CH:9]=1.[C:34](Cl)(=[O:40])[CH2:35][CH2:36][CH2:37][CH2:38][CH3:39].[Cl-].[NH4+], predict the reaction product.